From a dataset of Forward reaction prediction with 1.9M reactions from USPTO patents (1976-2016). Predict the product of the given reaction. (1) Given the reactants C([O:3][C:4](=[O:33])[CH2:5][S:6][C:7]1[S:11][C:10]([NH:12][C:13]([N:15]([CH2:27][CH:28]2[CH2:32][CH2:31][CH2:30][CH2:29]2)[C:16]2[CH:21]=[CH:20][C:19]([O:22][C:23]([F:26])([F:25])[F:24])=[CH:18][CH:17]=2)=[O:14])=[N:9][CH:8]=1)C.C1(CN(C2C=CC(S(C)(=O)=O)=CC=2)C(=O)NC2SC=C(CC(O)=O)N=2)CCCC1.C1(CNC2C=CC(OC(F)(F)F)=CC=2)CCCC1.C(OC(=O)CSC1SC(N)=NC=1)C, predict the reaction product. The product is: [CH:28]1([CH2:27][N:15]([C:16]2[CH:17]=[CH:18][C:19]([O:22][C:23]([F:24])([F:25])[F:26])=[CH:20][CH:21]=2)[C:13](=[O:14])[NH:12][C:10]2[S:11][C:7]([S:6][CH2:5][C:4]([OH:33])=[O:3])=[CH:8][N:9]=2)[CH2:32][CH2:31][CH2:30][CH2:29]1. (2) Given the reactants [CH2:1]([O:3][C:4](=[O:20])[C:5]1[CH:10]=[CH:9][C:8]([NH:11][C:12]2([C:18]#[N:19])[CH2:17][CH2:16][CH2:15][CH2:14][CH2:13]2)=[CH:7][CH:6]=1)[CH3:2].[OH-:21].[Na+], predict the reaction product. The product is: [CH2:1]([O:3][C:4](=[O:20])[C:5]1[CH:10]=[CH:9][C:8]([NH:11][C:12]2([C:18](=[O:21])[NH2:19])[CH2:13][CH2:14][CH2:15][CH2:16][CH2:17]2)=[CH:7][CH:6]=1)[CH3:2]. (3) Given the reactants [Cl:1][C:2]1[CH:3]=[CH:4][C:5]([O:20][CH2:21][C:22]2[CH:27]=[CH:26][CH:25]=[CH:24][CH:23]=2)=[C:6]([CH2:8][N:9]2[C:13]([CH3:14])=[CH:12][C:11]([C:15](OCC)=[O:16])=[N:10]2)[CH:7]=1.[H-].[Al+3].[Li+].[H-].[H-].[H-].C(OCC)C.O, predict the reaction product. The product is: [Cl:1][C:2]1[CH:3]=[CH:4][C:5]([O:20][CH2:21][C:22]2[CH:23]=[CH:24][CH:25]=[CH:26][CH:27]=2)=[C:6]([CH2:8][N:9]2[C:13]([CH3:14])=[CH:12][C:11]([CH2:15][OH:16])=[N:10]2)[CH:7]=1. (4) Given the reactants [CH3:1][O:2][C:3]1[C:4]([C:10](OC)=[O:11])=[N:5][C:6]([CH3:9])=[CH:7][N:8]=1.[H-].C([Al+]CC(C)C)C(C)C.Cl, predict the reaction product. The product is: [CH3:1][O:2][C:3]1[C:4]([CH:10]=[O:11])=[N:5][C:6]([CH3:9])=[CH:7][N:8]=1. (5) Given the reactants C([N:8]1[CH2:13][CH2:12][O:11][C@H:10]([O:14][CH2:15][C:16]2[CH:21]=[C:20]([C:22]([F:25])([F:24])[F:23])[CH:19]=[C:18]([C:26]([F:29])([F:28])[F:27])[CH:17]=2)[C@@H:9]1[C:30]1[CH:35]=[CH:34][CH:33]=[CH:32][CH:31]=1)C1C=CC=CC=1.O.[H][H], predict the reaction product. The product is: [F:29][C:26]([F:27])([F:28])[C:18]1[CH:17]=[C:16]([CH:21]=[C:20]([C:22]([F:23])([F:24])[F:25])[CH:19]=1)[CH2:15][O:14][C@H:10]1[O:11][CH2:12][CH2:13][NH:8][C@H:9]1[C:30]1[CH:35]=[CH:34][CH:33]=[CH:32][CH:31]=1. (6) Given the reactants C([N:8]1[CH2:13][CH2:12][CH2:11][C@@H:10]([NH:14][C:15]2[C:25](Cl)=[CH:24][C:18]([C:19]([O:21][CH2:22][CH3:23])=[O:20])=[CH:17][N:16]=2)[CH2:9]1)C1C=CC=CC=1.C([O-])=O.[NH4+], predict the reaction product. The product is: [NH:8]1[CH2:13][CH2:12][CH2:11][C@@H:10]([NH:14][C:15]2[CH:25]=[CH:24][C:18]([C:19]([O:21][CH2:22][CH3:23])=[O:20])=[CH:17][N:16]=2)[CH2:9]1.